From a dataset of Catalyst prediction with 721,799 reactions and 888 catalyst types from USPTO. Predict which catalyst facilitates the given reaction. (1) The catalyst class is: 7. Product: [NH2:55][C:56]1[C:57]([CH3:69])=[C:58]([CH3:68])[C:59]2[O:63][C:62]([CH3:64])([CH3:65])[C:61](=[O:66])[C:60]=2[C:67]=1[Br:1]. Reactant: [Br-:1].[Br-].[Br-].C([N+](CCCC)(CCCC)CCCC)CCC.C([N+](CCCC)(CCCC)CCCC)CCC.C([N+](CCCC)(CCCC)CCCC)CCC.[NH2:55][C:56]1[C:57]([CH3:69])=[C:58]([CH3:68])[C:59]2[O:63][C:62]([CH3:65])([CH3:64])[C:61](=[O:66])[C:60]=2[CH:67]=1.S([O-])([O-])=O.[Na+].[Na+]. (2) Reactant: [Cl:1][C:2]1[N:11]=[C:10](Cl)[C:9]2[C:4](=[CH:5][CH:6]=[CH:7][CH:8]=2)[N:3]=1.[CH:13]1([NH2:19])[CH2:18][CH2:17][CH2:16][CH2:15][CH2:14]1.[CH:20]([C:23]1[CH:27]=[C:26]([CH:28]([CH3:30])[CH3:29])[NH:25][N:24]=1)([CH3:22])[CH3:21].[H-].[Na+]. Product: [ClH:1].[CH:13]1([NH:19][C:10]2[C:9]3[C:4](=[CH:5][CH:6]=[CH:7][CH:8]=3)[N:3]=[C:2]([N:24]3[C:23]([CH:20]([CH3:21])[CH3:22])=[CH:27][C:26]([CH:28]([CH3:30])[CH3:29])=[N:25]3)[N:11]=2)[CH2:18][CH2:17][CH2:16][CH2:15][CH2:14]1. The catalyst class is: 66. (3) Product: [CH3:6][C:7]1[CH:13]=[CH:12][C:11]([C:14]([F:15])([F:16])[F:17])=[CH:10][C:8]=1[NH:9][CH2:1][CH:2]([CH3:5])[CH3:3]. The catalyst class is: 6. Reactant: [CH3:1][CH:2]([CH3:5])[CH2:3]O.[CH3:6][C:7]1[CH:13]=[CH:12][C:11]([C:14]([F:17])([F:16])[F:15])=[CH:10][C:8]=1[NH2:9].[I-].[K+].ClCCl.